From a dataset of Forward reaction prediction with 1.9M reactions from USPTO patents (1976-2016). Predict the product of the given reaction. Given the reactants [CH3:1][O:2][C:3]1[CH:8]=[CH:7][CH:6]=[CH:5][C:4]=1[OH:9].Br[CH2:11][CH2:12][CH2:13][CH2:14][Cl:15], predict the reaction product. The product is: [Cl:15][CH2:14][CH2:13][CH2:12][CH2:11][O:9][C:4]1[CH:5]=[CH:6][CH:7]=[CH:8][C:3]=1[O:2][CH3:1].